Dataset: Reaction yield outcomes from USPTO patents with 853,638 reactions. Task: Predict the reaction yield, written as a fraction of the theoretical maximum amount of product (1.0 means a 100% yield; for example, 0.34 means a 34% yield). The reactants are [F:1][C:2]([F:30])([F:29])[C:3]([CH:18]=[N:19][C:20]1[CH:28]=[CH:27][CH:26]=[C:25]2[C:21]=1[CH:22]=[N:23][NH:24]2)([OH:17])[CH2:4][C:5]([C:8]1[CH:13]=[CH:12][CH:11]=[C:10]([F:14])[C:9]=1[O:15][CH3:16])([CH3:7])[CH3:6].C(=O)(O)[O-].[Na+].C(OCC)(=O)C. The catalyst is ClCCl.Cl[Ti](Cl)(Cl)Cl. The product is [F:14][C:10]1[C:9]([O:15][CH3:16])=[C:8]2[C:13](=[CH:12][CH:11]=1)[CH:18]([NH:19][C:20]1[CH:28]=[CH:27][CH:26]=[C:25]3[C:21]=1[CH:22]=[N:23][NH:24]3)[C:3]([C:2]([F:29])([F:1])[F:30])([OH:17])[CH2:4][C:5]2([CH3:7])[CH3:6]. The yield is 0.811.